This data is from Reaction yield outcomes from USPTO patents with 853,638 reactions. The task is: Predict the reaction yield, written as a fraction of the theoretical maximum amount of product (1.0 means a 100% yield; for example, 0.34 means a 34% yield). (1) The catalyst is CN1C(=O)CCC1. The product is [F:29][C:19]([F:18])([F:28])[C:20]1[N:21]=[CH:22][C:23]([CH2:26][CH2:27][N:6]2[C:7]3[C:8]([CH3:13])=[CH:9][CH:10]=[CH:11][C:12]=3[C:4]3[CH2:3][N:2]([CH3:1])[CH2:15][CH2:14][C:5]2=3)=[CH:24][CH:25]=1. The reactants are [CH3:1][N:2]1[CH2:15][CH2:14][C:5]2[NH:6][C:7]3[C:8]([CH3:13])=[CH:9][CH:10]=[CH:11][C:12]=3[C:4]=2[CH2:3]1.[OH-].[K+].[F:18][C:19]([F:29])([F:28])[C:20]1[CH:25]=[CH:24][C:23]([CH:26]=[CH2:27])=[CH:22][N:21]=1.O. The yield is 0.0820. (2) The reactants are [O:1]1[CH2:5][CH2:4][O:3][CH:2]1[C:6]1[CH:13]=[CH:12][C:9]([CH:10]=O)=[CH:8][CH:7]=1.[NH2:14][C:15]1[CH:20]=[CH:19][CH:18]=[CH:17][CH:16]=1.C(O)(=O)C.C(O[BH-](OC(=O)C)OC(=O)C)(=O)C.[Na+]. The catalyst is O1CCCC1. The product is [O:1]1[CH2:5][CH2:4][O:3][CH:2]1[C:6]1[CH:13]=[CH:12][C:9]([CH2:10][NH:14][C:15]2[CH:20]=[CH:19][CH:18]=[CH:17][CH:16]=2)=[CH:8][CH:7]=1. The yield is 0.460. (3) The reactants are [NH2:1][C:2]1[CH:7]=[C:6]([C:8]2[CH:9]=[C:10]([NH:14][C:15](=[O:32])[C@@H:16]([NH:24]C(=O)OC(C)(C)C)[CH2:17][C:18]3[CH:23]=[CH:22][CH:21]=[CH:20][CH:19]=3)[CH:11]=[CH:12][CH:13]=2)[CH:5]=[CH:4][N:3]=1.Cl.O1CCOCC1.[S:40]1[CH:44]=[C:43]([CH:45]=O)[N:42]=[CH:41]1.C(O)(=O)C.C(O[BH-](OC(=O)C)OC(=O)C)(=O)C.[Na+]. The catalyst is C1COCC1. The product is [NH2:1][C:2]1[CH:7]=[C:6]([C:8]2[CH:9]=[C:10]([NH:14][C:15](=[O:32])[C@@H:16]([NH:24][CH2:45][C:43]3[N:42]=[CH:41][S:40][CH:44]=3)[CH2:17][C:18]3[CH:19]=[CH:20][CH:21]=[CH:22][CH:23]=3)[CH:11]=[CH:12][CH:13]=2)[CH:5]=[CH:4][N:3]=1. The yield is 0.290. (4) The reactants are [C:1]([C:5]1[CH:10]=[CH:9][C:8]([C:11]2[N:15]([CH3:16])[N:14]=[C:13]([C:17](=[N:19][NH:20][C:21]([C:23]3[CH:32]=[CH:31][C:26]([C:27]([O:29]C)=[O:28])=[C:25]([N+:33]([O-:35])=[O:34])[CH:24]=3)=[O:22])[CH3:18])[C:12]=2[OH:36])=[CH:7][CH:6]=1)([CH3:4])([CH3:3])[CH3:2].CO.[OH-].[Na+].Cl. The catalyst is O. The product is [C:1]([C:5]1[CH:10]=[CH:9][C:8]([C:11]2[N:15]([CH3:16])[N:14]=[C:13]([C:17](=[N:19][NH:20][C:21]([C:23]3[CH:32]=[CH:31][C:26]([C:27]([OH:29])=[O:28])=[C:25]([N+:33]([O-:35])=[O:34])[CH:24]=3)=[O:22])[CH3:18])[C:12]=2[OH:36])=[CH:7][CH:6]=1)([CH3:2])([CH3:3])[CH3:4]. The yield is 0.580.